Predict which catalyst facilitates the given reaction. From a dataset of Catalyst prediction with 721,799 reactions and 888 catalyst types from USPTO. (1) Reactant: [CH3:1][O:2][C:3]1[CH:8]=[CH:7][C:6]([NH2:9])=[CH:5][CH:4]=1.[CH2:10]([O:12][C:13]([C:15]#[C:16][C:17](OCC)=[O:18])=[O:14])[CH3:11]. Product: [OH:18][C:17]1[C:7]2[C:6](=[CH:5][CH:4]=[C:3]([O:2][CH3:1])[CH:8]=2)[N:9]=[C:15]([C:13]([O:12][CH2:10][CH3:11])=[O:14])[CH:16]=1. The catalyst class is: 5. (2) Product: [C:29]1([C:35]2[NH:44][C:38]3[N:39]=[CH:40][N:41]=[C:42]([SH:2])[C:37]=3[CH:36]=2)[CH:34]=[CH:33][CH:32]=[CH:31][CH:30]=1. The catalyst class is: 6. Reactant: P12(SP3(SP(SP(S3)(S1)=S)(=S)S2)=S)=[S:2].C(=O)(O)[O-].[Na+].COCCOCCOC.[C:29]1([C:35]2[NH:44][C:38]3[N:39]=[CH:40][N:41]=[C:42](O)[C:37]=3[CH:36]=2)[CH:34]=[CH:33][CH:32]=[CH:31][CH:30]=1. (3) Reactant: Br[C:2]1[C:7]([Cl:8])=[CH:6][C:5]([C:9]2[C:18]3[C:13](=[CH:14][C:15]([S:19]([NH:22][C:23]4[S:24][CH:25]=[N:26][N:27]=4)(=[O:21])=[O:20])=[CH:16][CH:17]=3)[CH:12]=[CH:11][N:10]=2)=[C:4]([O:28][CH3:29])[CH:3]=1.[Cl:30][C:31]1[CH:36]=[CH:35][C:34](B(O)O)=[CH:33][C:32]=1[CH3:40].C(=O)([O-])[O-].[K+].[K+]. Product: [Cl:8][C:7]1[CH:6]=[C:5]([C:9]2[C:18]3[C:13](=[CH:14][C:15]([S:19]([NH:22][C:23]4[S:24][CH:25]=[N:26][N:27]=4)(=[O:21])=[O:20])=[CH:16][CH:17]=3)[CH:12]=[CH:11][N:10]=2)[C:4]([O:28][CH3:29])=[CH:3][C:2]=1[C:34]1[CH:35]=[CH:36][C:31]([Cl:30])=[C:32]([CH3:40])[CH:33]=1. The catalyst class is: 73. (4) Product: [O:50]1[CH2:51][CH2:52][N:47]([C:2]2[CH:7]=[C:6]([NH2:8])[N:5]3[N:25]=[CH:26][C:27]([C:28]4[CH:29]=[N:30][C:31]5[C:36]([CH:37]=4)=[CH:35][CH:34]=[CH:33][CH:32]=5)=[C:4]3[N:3]=2)[CH2:48][CH2:49]1. The catalyst class is: 37. Reactant: Cl[C:2]1[CH:7]=[C:6]([N:8](COCC[Si](C)(C)C)COCC[Si](C)(C)C)[N:5]2[N:25]=[CH:26][C:27]([C:28]3[CH:29]=[N:30][C:31]4[C:36]([CH:37]=3)=[CH:35][CH:34]=[CH:33][CH:32]=4)=[C:4]2[N:3]=1.C(N(CC)C(C)C)(C)C.[NH:47]1[CH2:52][CH2:51][O:50][CH2:49][CH2:48]1. (5) Reactant: [N:1]([C@H:4]1[C@@H:11]([N:12]=[N+]=[N-])[CH2:10][CH2:9][CH:8]=[CH:7][CH2:6][CH2:5]1)=[N+]=[N-].[H-].[Al+3].[Li+].[H-].[H-].[H-].[OH2:21].[F:22][C:23]([F:34])([F:33])[C:24](O[C:24](=[O:25])[C:23]([F:34])([F:33])[F:22])=[O:25]. Product: [C@@H:11]1([NH:12][C:24](=[O:25])[C:23]([F:34])([F:22])[F:33])[CH2:10][CH2:9][CH:8]=[CH:7][CH2:6][CH2:5][C@@H:4]1[NH:1][C:24](=[O:21])[C:23]([F:34])([F:33])[F:22]. The catalyst class is: 266. (6) Reactant: [C:1]([O:5][C:6]([N:8]1[CH2:13][CH2:12][C:11]([NH:18][C:19]2[CH:24]=[CH:23][CH:22]=[C:21]([N+:25]([O-])=O)[CH:20]=2)([C:14]([O:16][CH3:17])=[O:15])[CH2:10][CH2:9]1)=[O:7])([CH3:4])([CH3:3])[CH3:2]. Product: [NH2:25][C:21]1[CH:20]=[C:19]([NH:18][C:11]2([C:14]([O:16][CH3:17])=[O:15])[CH2:12][CH2:13][N:8]([C:6]([O:5][C:1]([CH3:2])([CH3:3])[CH3:4])=[O:7])[CH2:9][CH2:10]2)[CH:24]=[CH:23][CH:22]=1. The catalyst class is: 129. (7) Reactant: [C:1](Cl)(=[O:3])[CH3:2].[NH2:5][C:6]1[CH:7]=[CH:8][C:9]([O:16][CH:17]([F:19])[F:18])=[C:10]([CH:15]=1)[C:11]([O:13][CH3:14])=[O:12]. Product: [C:1]([NH:5][C:6]1[CH:7]=[CH:8][C:9]([O:16][CH:17]([F:18])[F:19])=[C:10]([CH:15]=1)[C:11]([O:13][CH3:14])=[O:12])(=[O:3])[CH3:2]. The catalyst class is: 1.